This data is from Reaction yield outcomes from USPTO patents with 853,638 reactions. The task is: Predict the reaction yield, written as a fraction of the theoretical maximum amount of product (1.0 means a 100% yield; for example, 0.34 means a 34% yield). The reactants are Cl.[C:2]([NH:5][C@:6]1([C:23]([NH:25][C:26]([CH3:29])([CH3:28])[CH3:27])=[O:24])[C@@H:10]([CH2:11][CH2:12][CH2:13][B:14]2[O:18][C:17]([CH3:20])([CH3:19])[C:16]([CH3:22])([CH3:21])[O:15]2)[CH2:9][NH:8][CH2:7]1)(=[O:4])[CH3:3].CCN(CC)CC.[Cl:37][C:38]1[CH:47]=[C:46]2[C:41]([CH2:42][CH:43]([CH:55]=O)[N:44]([C:48]([O:50][C:51]([CH3:54])([CH3:53])[CH3:52])=[O:49])[CH2:45]2)=[CH:40][CH:39]=1.C(O[BH-](OC(=O)C)OC(=O)C)(=O)C.[Na+]. The catalyst is C(Cl)Cl. The product is [C:2]([NH:5][C@:6]1([C:23](=[O:24])[NH:25][C:26]([CH3:29])([CH3:28])[CH3:27])[C@@H:10]([CH2:11][CH2:12][CH2:13][B:14]2[O:18][C:17]([CH3:19])([CH3:20])[C:16]([CH3:21])([CH3:22])[O:15]2)[CH2:9][N:8]([CH2:55][CH:43]2[CH2:42][C:41]3[C:46](=[CH:47][C:38]([Cl:37])=[CH:39][CH:40]=3)[CH2:45][N:44]2[C:48]([O:50][C:51]([CH3:52])([CH3:54])[CH3:53])=[O:49])[CH2:7]1)(=[O:4])[CH3:3]. The yield is 0.840.